Dataset: CYP2C9 inhibition data for predicting drug metabolism from PubChem BioAssay. Task: Regression/Classification. Given a drug SMILES string, predict its absorption, distribution, metabolism, or excretion properties. Task type varies by dataset: regression for continuous measurements (e.g., permeability, clearance, half-life) or binary classification for categorical outcomes (e.g., BBB penetration, CYP inhibition). Dataset: cyp2c9_veith. (1) The molecule is COc1cccc(-c2nnc3n2N=C(C(C)(C)C)CS3)c1. The result is 1 (inhibitor). (2) The compound is N#Cc1c(-c2ccccc2)no[n+]1[O-]. The result is 0 (non-inhibitor). (3) The compound is N/C(CC/C(N)=N/O)=N\O. The result is 0 (non-inhibitor). (4) The molecule is C[N+](C)([O-])Cc1cc(-c2ccccc2)ccc1O. The result is 0 (non-inhibitor). (5) The drug is Cc1ccc(OCCOCCn2ccnc2)c(Br)c1. The result is 1 (inhibitor).